This data is from Forward reaction prediction with 1.9M reactions from USPTO patents (1976-2016). The task is: Predict the product of the given reaction. (1) Given the reactants C[O:2][C:3]([C:5]1[C:13]2[N:12]=[C:11]([NH:14][CH2:15][CH:16]3[CH2:21][CH2:20][N:19]([CH2:22][C:23]4[CH:28]=[C:27]([Cl:29])[CH:26]=[C:25]([Cl:30])[C:24]=4[OH:31])[CH2:18][CH2:17]3)[NH:10][C:9]=2[CH:8]=[CH:7][CH:6]=1)=[O:4].[OH-].[Li+].Cl.C(OCC)(=O)C, predict the reaction product. The product is: [Cl:30][C:25]1[C:24]([OH:31])=[C:23]([CH:28]=[C:27]([Cl:29])[CH:26]=1)[CH2:22][N:19]1[CH2:18][CH2:17][CH:16]([CH2:15][NH:14][C:11]2[NH:10][C:9]3[CH:8]=[CH:7][CH:6]=[C:5]([C:3]([OH:4])=[O:2])[C:13]=3[N:12]=2)[CH2:21][CH2:20]1. (2) The product is: [S:13]([O:11][C:1]12[CH2:8][CH:7]3[CH2:6][CH:5]([CH2:4][CH:3]([CH2:9]3)[O:2]1)[CH2:10]2)(=[O:15])(=[O:14])[CH3:12]. Given the reactants [C:1]12([OH:11])[CH2:10][CH:5]3[CH2:6][CH:7]([CH2:9][CH:3]([CH2:4]3)[O:2]1)[CH2:8]2.[CH3:12][S:13](O[S:13]([CH3:12])(=[O:15])=[O:14])(=[O:15])=[O:14], predict the reaction product. (3) Given the reactants [NH2:1][CH2:2][C:3]1[CH:4]=[C:5]2[C:10](=[CH:11][CH:12]=1)[N:9]=[C:8]([NH:13][CH2:14][C:15]1[CH:20]=[CH:19][CH:18]=[CH:17][C:16]=1[O:21][CH3:22])[CH:7]=[CH:6]2.C(N(CC)CC)C.[F:30][C:31]1[CH:39]=[CH:38][C:34]([C:35](Cl)=[O:36])=[CH:33][CH:32]=1.O, predict the reaction product. The product is: [F:30][C:31]1[CH:39]=[CH:38][C:34]([C:35]([NH:1][CH2:2][C:3]2[CH:4]=[C:5]3[C:10](=[CH:11][CH:12]=2)[N:9]=[C:8]([NH:13][CH2:14][C:15]2[CH:20]=[CH:19][CH:18]=[CH:17][C:16]=2[O:21][CH3:22])[CH:7]=[CH:6]3)=[O:36])=[CH:33][CH:32]=1. (4) Given the reactants [OH:1][C:2]1[C:7]([C:8]#[N:9])=[CH:6][CH:5]=[CH:4][C:3]=1[C:10]1[CH:15]=[CH:14][C:13]([O:16][CH2:17][C:18]2[CH:27]=[CH:26][C:25]3[C:20](=[CH:21][CH:22]=[CH:23][CH:24]=3)[N:19]=2)=[CH:12][CH:11]=1.[F:28][C:29]([F:42])([F:41])[S:30](O[S:30]([C:29]([F:42])([F:41])[F:28])(=[O:32])=[O:31])(=[O:32])=[O:31], predict the reaction product. The product is: [C:8]([C:7]1[C:2]([O:1][S:30]([C:29]([F:42])([F:41])[F:28])(=[O:32])=[O:31])=[C:3]([C:10]2[CH:11]=[CH:12][C:13]([O:16][CH2:17][C:18]3[CH:27]=[CH:26][C:25]4[C:20](=[CH:21][CH:22]=[CH:23][CH:24]=4)[N:19]=3)=[CH:14][CH:15]=2)[CH:4]=[CH:5][CH:6]=1)#[N:9]. (5) The product is: [ClH:3].[Cl:3][CH2:11][C:7]1[CH:6]=[N:5][CH:10]=[CH:9][CH:8]=1. Given the reactants S(Cl)([Cl:3])=O.[N:5]1[CH:10]=[CH:9][CH:8]=[C:7]([CH2:11]O)[CH:6]=1, predict the reaction product. (6) Given the reactants C1(C2N=C([C:13]([C:15]3[CH:20]=[C:19]([O:21][CH3:22])[C:18]([O:23][CH3:24])=[C:17]([O:25][CH3:26])[CH:16]=3)=[O:14])C=CC=2)C=CC=CC=1.[C:27]1([C:33]2[CH:37]=[C:36](C(O)=O)[NH:35][N:34]=2)[CH:32]=[CH:31][CH:30]=[CH:29][CH:28]=1, predict the reaction product. The product is: [C:27]1([C:33]2[CH:37]=[C:36]([C:13]([C:15]3[CH:16]=[C:17]([O:25][CH3:26])[C:18]([O:23][CH3:24])=[C:19]([O:21][CH3:22])[CH:20]=3)=[O:14])[NH:35][N:34]=2)[CH:28]=[CH:29][CH:30]=[CH:31][CH:32]=1.